This data is from Forward reaction prediction with 1.9M reactions from USPTO patents (1976-2016). The task is: Predict the product of the given reaction. (1) Given the reactants [CH2:1]([O:8][C:9]1[CH:14]=[CH:13][C:12](Br)=[CH:11][C:10]=1[O:16][CH3:17])[C:2]1[CH:7]=[CH:6][CH:5]=[CH:4][CH:3]=1.[NH:18]1[CH2:23][CH2:22][O:21][CH2:20][CH2:19]1.C1C=CC(P(C2C(C3C(P(C4C=CC=CC=4)C4C=CC=CC=4)=CC=C4C=3C=CC=C4)=C3C(C=CC=C3)=CC=2)C2C=CC=CC=2)=CC=1.CC(C)([O-])C.[Na+].C(=O)([O-])O.[Na+], predict the reaction product. The product is: [CH2:1]([O:8][C:9]1[CH:14]=[CH:13][C:12]([N:18]2[CH2:23][CH2:22][O:21][CH2:20][CH2:19]2)=[CH:11][C:10]=1[O:16][CH3:17])[C:2]1[CH:7]=[CH:6][CH:5]=[CH:4][CH:3]=1. (2) Given the reactants Cl[C:2]1[CH:3]=[C:4]([C:22]([NH2:24])=[O:23])[C:5]([O:8][C:9]2[CH:14]=[CH:13][C:12]([O:15][C:16]3[CH:21]=[CH:20][CH:19]=[CH:18][CH:17]=3)=[CH:11][CH:10]=2)=[N:6][CH:7]=1.CC1(C)OB([C:31]2[CH2:32][CH2:33][N:34]([C:37]([O:39][C:40]([CH3:43])([CH3:42])[CH3:41])=[O:38])[CH2:35][CH:36]=2)OC1(C)C.C([O-])([O-])=O.[Cs+].[Cs+], predict the reaction product. The product is: [C:22]([C:4]1[CH:3]=[C:2]([C:31]2[CH2:36][CH2:35][N:34]([C:37]([O:39][C:40]([CH3:43])([CH3:42])[CH3:41])=[O:38])[CH2:33][CH:32]=2)[CH:7]=[N:6][C:5]=1[O:8][C:9]1[CH:14]=[CH:13][C:12]([O:15][C:16]2[CH:21]=[CH:20][CH:19]=[CH:18][CH:17]=2)=[CH:11][CH:10]=1)(=[O:23])[NH2:24]. (3) Given the reactants [CH3:1][C:2]1[C:6]([CH3:7])=[C:5]([N:8]([CH2:20][O:21][CH3:22])[S:9]([C:12]2[CH:16]=[CH:15][S:14][C:13]=2[C:17](Cl)=[O:18])(=[O:11])=[O:10])[O:4][N:3]=1.[C:23]([O:26][CH2:27][C:28]1[C:29]([CH3:37])=[C:30]([C:32]([CH3:36])=[CH:33][C:34]=1[CH3:35])[NH2:31])(=[O:25])[CH3:24].C(N(CC)CC)C.O, predict the reaction product. The product is: [C:23]([O:26][CH2:27][C:28]1[C:29]([CH3:37])=[C:30]([NH:31][C:17]([C:13]2[S:14][CH:15]=[CH:16][C:12]=2[S:9]([N:8]([C:5]2[O:4][N:3]=[C:2]([CH3:1])[C:6]=2[CH3:7])[CH2:20][O:21][CH3:22])(=[O:11])=[O:10])=[O:18])[C:32]([CH3:36])=[CH:33][C:34]=1[CH3:35])(=[O:25])[CH3:24]. (4) Given the reactants [CH3:1][N:2]([CH3:28])[C:3]1[C:12]2[C:7](=[CH:8][CH:9]=[CH:10][CH:11]=2)[N:6]=[C:5](/[CH:13]=[CH:14]/[C:15]2[N:20]=[C:19]([CH:21]=O)[CH:18]=[C:17]([N:23]3[CH2:27][CH2:26][CH2:25][CH2:24]3)[N:16]=2)[N:4]=1.[CH:29]1([NH2:32])[CH2:31][CH2:30]1.C(O[BH-](OC(=O)C)OC(=O)C)(=O)C.[Na+].C(=O)(O)[O-].[Na+], predict the reaction product. The product is: [CH:29]1([NH:32][CH2:21][C:19]2[CH:18]=[C:17]([N:23]3[CH2:27][CH2:26][CH2:25][CH2:24]3)[N:16]=[C:15](/[CH:14]=[CH:13]/[C:5]3[N:4]=[C:3]([N:2]([CH3:28])[CH3:1])[C:12]4[C:7](=[CH:8][CH:9]=[CH:10][CH:11]=4)[N:6]=3)[N:20]=2)[CH2:31][CH2:30]1. (5) Given the reactants [NH2:1][C:2]1[S:3][C:4]2[CH:10]=[C:9]([C:11](O)([CH2:14][CH3:15])[CH2:12][CH3:13])[CH:8]=[CH:7][C:5]=2[N:6]=1.[NH:17]1[C:25]2[C:20](=[CH:21][CH:22]=[CH:23][C:24]=2[NH:26][S:27]([CH3:30])(=[O:29])=[O:28])[CH:19]=[CH:18]1.FC(F)(F)C(O)=O, predict the reaction product. The product is: [NH2:1][C:2]1[S:3][C:4]2[CH:10]=[C:9]([C:11]([C:19]3[C:20]4[C:25](=[C:24]([NH:26][S:27]([CH3:30])(=[O:28])=[O:29])[CH:23]=[CH:22][CH:21]=4)[NH:17][CH:18]=3)([CH2:14][CH3:15])[CH2:12][CH3:13])[CH:8]=[CH:7][C:5]=2[N:6]=1. (6) Given the reactants Br[C:2]1[CH:3]=[C:4]2[C:9](=[CH:10][CH:11]=1)[N:8]=[CH:7][CH:6]=[N:5]2.[CH:12]([O:14][CH2:15][CH2:16][CH2:17]C)=C.[C:19](=[O:22])([O-:21])[O-].[K+].[K+].[CH:48]1[CH:53]=[CH:52][C:51](P([C:48]2[CH:49]=[CH:50][CH:51]=[CH:52][CH:53]=2)CCCP([C:48]2[CH:53]=[CH:52][CH:51]=[CH:50][CH:49]=2)[C:48]2[CH:53]=[CH:52][CH:51]=[CH:50][CH:49]=2)=[CH:50][CH:49]=1.Cl.[CH3:55][N:56]([CH:58]=[O:59])[CH3:57], predict the reaction product. The product is: [C:15]([OH:59])(=[O:14])/[CH:16]=[CH:17]\[C:19]([OH:21])=[O:22].[N:8]1[C:9]2[C:4](=[CH:3][C:2]([CH:12]3[C:48]4[C:53](=[CH:52][CH:51]=[CH:50][CH:49]=4)[CH2:55][N:56]([CH3:57])[CH2:58]3)=[CH:11][CH:10]=2)[N:5]=[CH:6][CH:7]=1. (7) Given the reactants [CH3:1][C:2]1[CH:7]=[CH:6][N:5]=[CH:4][C:3]=1[N:8]1[CH2:12][CH2:11][NH:10][C:9]1=[O:13].Br[C:15]1[CH:20]=[CH:19][N:18]=[C:17]([CH3:21])[CH:16]=1.N[C@@H]1CCCC[C@H]1N.P([O-])([O-])([O-])=O.[K+].[K+].[K+], predict the reaction product. The product is: [CH3:1][C:2]1[CH:7]=[CH:6][N:5]=[CH:4][C:3]=1[N:8]1[CH2:12][CH2:11][N:10]([C:15]2[CH:20]=[CH:19][N:18]=[C:17]([CH3:21])[CH:16]=2)[C:9]1=[O:13]. (8) Given the reactants Br[C:2]1[CH:10]=[CH:9][CH:8]=[C:7]2[C:3]=1[C:4]([CH2:11][C:12]([O:14][CH3:15])=[O:13])=[CH:5][NH:6]2.C(N([CH2:21][CH3:22])CC)C.[C:38]1([CH3:43])[CH:39]=[CH:40][CH:41]=[CH:42][C:37]=1P([C:37]1[CH:42]=[CH:41][CH:40]=[CH:39][C:38]=1[CH3:43])[C:37]1[CH:42]=[CH:41][CH:40]=[CH:39][C:38]=1[CH3:43].[C:45](#N)[CH3:46], predict the reaction product. The product is: [C:38]1([CH2:43][CH2:4][CH2:11][CH2:12][O:13][C:46]2[CH:45]=[CH:7][C:3](/[CH:21]=[CH:22]/[C:2]3[CH:10]=[CH:9][CH:8]=[C:7]4[C:3]=3[C:4]([CH2:11][C:12]([O:14][CH3:15])=[O:13])=[CH:5][NH:6]4)=[CH:2][CH:10]=2)[CH:37]=[CH:42][CH:41]=[CH:40][CH:39]=1. (9) Given the reactants [CH2:1]([O:8][C:9]1[CH:14]=[CH:13][C:12]([C:15]2[N:16]3[C:20]([N:21]=[C:22]4[CH2:28][CH2:27]C[CH2:25][CH2:24][C:23]=24)=[CH:19][CH:18]=[N:17]3)=[CH:11][CH:10]=1)[C:2]1[CH:7]=[CH:6][CH:5]=[CH:4][CH:3]=1.ClC1N2N=CC=C2N=C2C=1CCCC2.C(OC1C=CC(B(O)O)=CC=1)C1C=CC=CC=1, predict the reaction product. The product is: [CH2:1]([O:8][C:9]1[CH:14]=[CH:13][C:12]([C:15]2[N:16]3[N:17]=[CH:18][CH:19]=[C:20]3[N:21]=[C:22]3[C:23]=2[CH2:24][CH2:25][CH2:27][CH2:28]3)=[CH:11][CH:10]=1)[C:2]1[CH:7]=[CH:6][CH:5]=[CH:4][CH:3]=1.